From a dataset of Catalyst prediction with 721,799 reactions and 888 catalyst types from USPTO. Predict which catalyst facilitates the given reaction. (1) Reactant: CS(C)=O.Cl[C:6]1[CH:11]=[C:10]([O:12][CH2:13][C:14]#[C:15][CH3:16])[N:9]=[CH:8][N:7]=1.C(=O)([O-])[O-].[K+].[K+].[CH2:23]([NH2:25])[CH3:24]. Product: [CH2:13]([O:12][C:10]1[CH:11]=[C:6]([NH:25][CH2:23][CH3:24])[N:7]=[CH:8][N:9]=1)[C:14]#[C:15][CH3:16]. The catalyst class is: 310. (2) Reactant: [C:1]([SiH2:5][O:6][C:7]([CH3:34])([CH3:33])[C:8]12[O:15][C:12]([C:16]([CH3:24])([CH3:23])[O:17][SiH2:18][C:19]([CH3:22])([CH3:21])[CH3:20])([CH:13]=[CH:14]1)[CH2:11][C:10](OS(C(F)(F)F)(=O)=O)=[CH:9]2)([CH3:4])([CH3:3])[CH3:2].CC1(C)C(C)(C)OB([C:43]2[CH:48]=[CH:47][C:46]([NH2:49])=[CH:45][CH:44]=2)O1.C([O-])([O-])=O.[Na+].[Na+].CCOC(C)=O. Product: [C:1]([SiH2:5][O:6][C:7]([CH3:34])([CH3:33])[C:8]12[O:15][C:12]([C:16]([CH3:23])([CH3:24])[O:17][SiH2:18][C:19]([CH3:21])([CH3:22])[CH3:20])([CH:13]=[CH:14]1)[CH2:11][C:10]([C:43]1[CH:48]=[CH:47][C:46]([NH2:49])=[CH:45][CH:44]=1)=[CH:9]2)([CH3:3])([CH3:2])[CH3:4]. The catalyst class is: 77. (3) Reactant: C[O:2][C:3](=[O:37])[C@@H:4]([NH:14][C:15](=[O:36])[C:16]1[CH:21]=[CH:20][C:19]([I:22])=[CH:18][C:17]=1[NH:23][S:24]([C:27]1[C:32]2=[N:33][S:34][N:35]=[C:31]2[CH:30]=[CH:29][CH:28]=1)(=[O:26])=[O:25])[CH2:5][C:6]1[CH:11]=[CH:10][C:9]([Cl:12])=[C:8]([Cl:13])[CH:7]=1.COC(=O)[C@@H](NC(=O)C1C=CC(I)=CC=1N)CC1C=CC(Cl)=C(Cl)C=1.ClS(C1C2C(=NSN=2)C=CC=1)(=O)=O.N1C=CC=CC=1.NCCN(CCN)CCN. Product: [N:35]1[S:34][N:33]=[C:32]2[C:27]([S:24]([NH:23][C:17]3[CH:18]=[C:19]([I:22])[CH:20]=[CH:21][C:16]=3[C:15]([NH:14][C@@H:4]([CH2:5][C:6]3[CH:11]=[CH:10][C:9]([Cl:12])=[C:8]([Cl:13])[CH:7]=3)[C:3]([OH:37])=[O:2])=[O:36])(=[O:25])=[O:26])=[CH:28][CH:29]=[CH:30][C:31]=12. The catalyst class is: 2. (4) Reactant: [CH2:1]([C:3]1[C:11]2[C:6](=[C:7]([O:15][CH3:16])[CH:8]=[C:9]([C:12]([O-:14])=[O:13])[CH:10]=2)[NH:5][N:4]=1)[CH3:2].[Li+].[OH-]. Product: [CH2:1]([C:3]1[C:11]2[C:6](=[C:7]([O:15][CH3:16])[CH:8]=[C:9]([C:12]([OH:14])=[O:13])[CH:10]=2)[NH:5][N:4]=1)[CH3:2]. The catalyst class is: 1. (5) Reactant: [NH:1]1[CH2:6][CH2:5][S:4][CH2:3][CH2:2]1.[Cl:7][CH2:8][CH2:9]Br. Product: [Cl:7][CH2:8][CH2:9][N:1]1[CH2:6][CH2:5][S:4][CH2:3][CH2:2]1. The catalyst class is: 11. (6) Reactant: [CH3:1][N:2]1[CH:6]=[CH:5][N:4]=[N:3]1.[Li]CCCC.[Cl:12][C:13]1[C:22]2[C:17](=[CH:18][CH:19]=[C:20]([C:23]([C:25]3[O:29][C:28]([CH3:30])=[N:27][C:26]=3[CH3:31])=[O:24])[CH:21]=2)[N:16]=[C:15]([O:32][CH3:33])[C:14]=1[CH2:34][C:35]1[CH:40]=[CH:39][C:38]([C:41]([F:44])([F:43])[F:42])=[CH:37][CH:36]=1. Product: [Cl:12][C:13]1[C:22]2[C:17](=[CH:18][CH:19]=[C:20]([C:23]([C:25]3[O:29][C:28]([CH3:30])=[N:27][C:26]=3[CH3:31])([C:6]3[N:2]([CH3:1])[N:3]=[N:4][CH:5]=3)[OH:24])[CH:21]=2)[N:16]=[C:15]([O:32][CH3:33])[C:14]=1[CH2:34][C:35]1[CH:36]=[CH:37][C:38]([C:41]([F:43])([F:42])[F:44])=[CH:39][CH:40]=1. The catalyst class is: 1. (7) Reactant: [Cl:1][C:2]1[C:7]([CH2:8][C:9]([O:11]C)=[O:10])=[C:6]([N:13]([CH3:15])[CH3:14])[N:5]=[C:4]([CH2:16][C:17]2[CH:22]=[CH:21][C:20]([N:23]([C:25](=[O:33])[C:26]3[CH:31]=[CH:30][C:29]([Cl:32])=[CH:28][CH:27]=3)[CH3:24])=[CH:19][CH:18]=2)[N:3]=1.[OH-].[Na+].CCOCC.Cl. Product: [Cl:1][C:2]1[C:7]([CH2:8][C:9]([OH:11])=[O:10])=[C:6]([N:13]([CH3:14])[CH3:15])[N:5]=[C:4]([CH2:16][C:17]2[CH:22]=[CH:21][C:20]([N:23]([C:25](=[O:33])[C:26]3[CH:31]=[CH:30][C:29]([Cl:32])=[CH:28][CH:27]=3)[CH3:24])=[CH:19][CH:18]=2)[N:3]=1. The catalyst class is: 1. (8) Reactant: Cl[CH2:2][CH2:3][CH2:4][C:5]([NH:7][CH:8]1[CH2:13][CH2:12][C:11]([F:15])([F:14])[CH2:10][CH2:9]1)=[O:6].[H-].[Na+]. Product: [F:14][C:11]1([F:15])[CH2:12][CH2:13][CH:8]([N:7]2[CH2:2][CH2:3][CH2:4][C:5]2=[O:6])[CH2:9][CH2:10]1. The catalyst class is: 116.